Dataset: Forward reaction prediction with 1.9M reactions from USPTO patents (1976-2016). Task: Predict the product of the given reaction. (1) The product is: [CH3:36][O:35][C:28]1[CH:29]=[C:30]([O:33][CH3:34])[CH:31]=[CH:32][C:27]=1[CH2:26][N:25]1[C:20]([C:16]2[CH:17]=[C:18]3[C:13](=[CH:14][CH:15]=2)[N:12]([CH3:44])[C:11]([CH2:10][CH2:9][OH:8])=[CH:19]3)=[C:21]([CH2:42][CH3:43])[CH:22]=[C:23]([C:38]([O:40][CH3:41])=[O:39])[C:24]1=[O:37]. Given the reactants [Si]([O:8][CH2:9][CH2:10][C:11]1[N:12]([CH3:44])[C:13]2[C:18]([CH:19]=1)=[CH:17][C:16]([C:20]1[N:25]([CH2:26][C:27]3[CH:32]=[CH:31][C:30]([O:33][CH3:34])=[CH:29][C:28]=3[O:35][CH3:36])[C:24](=[O:37])[C:23]([C:38]([O:40][CH3:41])=[O:39])=[CH:22][C:21]=1[CH2:42][CH3:43])=[CH:15][CH:14]=2)(C(C)(C)C)(C)C.CCCC[N+](CCCC)(CCCC)CCCC.[F-], predict the reaction product. (2) Given the reactants C(OC(N1CC[C:15]2[C:10](=[CH:11][CH:12]=[CH:13][C:14]=2O)[CH2:9]1)=O)(C)(C)C.BrN1C(=O)CCC1=O.[C:27]([O:31][C:32]([N:34]1[CH2:43][CH2:42][C:41]2[C:36](=[C:37]([Br:45])[CH:38]=[CH:39][C:40]=2[OH:44])[CH2:35]1)=[O:33])([CH3:30])([CH3:29])[CH3:28].C([O-])([O-])=O.[K+].[K+].C(Br)C1C=CC=CC=1, predict the reaction product. The product is: [C:27]([O:31][C:32]([N:34]1[CH2:43][CH2:42][C:41]2[C:36](=[C:37]([Br:45])[CH:38]=[CH:39][C:40]=2[O:44][CH2:9][C:10]2[CH:15]=[CH:14][CH:13]=[CH:12][CH:11]=2)[CH2:35]1)=[O:33])([CH3:30])([CH3:28])[CH3:29].